Predict the product of the given reaction. From a dataset of Forward reaction prediction with 1.9M reactions from USPTO patents (1976-2016). (1) Given the reactants C[O-].[Na+].[C:4]1([N:10]=[N:11][CH:12]([C:15]#[N:16])[C:13]#[N:14])[CH:9]=[CH:8][CH:7]=[CH:6][CH:5]=1.[F:17][C:18]1[CH:36]=[CH:35][CH:34]=[CH:33][C:19]=1[CH2:20][N:21]1[C:25]2=[N:26][CH:27]=[CH:28][CH:29]=[C:24]2[C:23]([C:30]([NH2:32])=[NH:31])=[N:22]1, predict the reaction product. The product is: [F:17][C:18]1[CH:36]=[CH:35][CH:34]=[CH:33][C:19]=1[CH2:20][N:21]1[C:25]2=[N:26][CH:27]=[CH:28][CH:29]=[C:24]2[C:23]([C:30]2[N:32]=[C:13]([NH2:14])[C:12](/[N:11]=[N:10]/[C:4]3[CH:9]=[CH:8][CH:7]=[CH:6][CH:5]=3)=[C:15]([NH2:16])[N:31]=2)=[N:22]1. (2) Given the reactants C(OC([NH:8][C:9]1[CH:10]=[C:11]([C:17]2[CH:22]=[CH:21][C:20](/[CH:23]=[CH:24]/[C:25]3[N:26]([CH2:38][C:39]4[CH:47]=[CH:46][C:42]([C:43]([OH:45])=[O:44])=[CH:41][CH:40]=4)[CH:27]=[C:28]([C:30]4[CH:35]=[CH:34][C:33]([Cl:36])=[CH:32][C:31]=4[Cl:37])[N:29]=3)=[CH:19][CH:18]=2)[CH:12]=[CH:13][C:14]=1[O:15][CH3:16])=O)(C)(C)C.Cl, predict the reaction product. The product is: [NH2:8][C:9]1[CH:10]=[C:11]([C:17]2[CH:18]=[CH:19][C:20](/[CH:23]=[CH:24]/[C:25]3[N:26]([CH2:38][C:39]4[CH:40]=[CH:41][C:42]([C:43]([OH:45])=[O:44])=[CH:46][CH:47]=4)[CH:27]=[C:28]([C:30]4[CH:35]=[CH:34][C:33]([Cl:36])=[CH:32][C:31]=4[Cl:37])[N:29]=3)=[CH:21][CH:22]=2)[CH:12]=[CH:13][C:14]=1[O:15][CH3:16]. (3) Given the reactants C([O:8][CH2:9][CH:10]([CH2:30][O:31]CC1C=CC=CC=1)[O:11][C:12]1[CH:17]=[CH:16][C:15]([C@@H:18]([NH:22][C:23]([O:25][C:26]([CH3:29])([CH3:28])[CH3:27])=[O:24])[C:19]([OH:21])=[O:20])=[CH:14][CH:13]=1)C1C=CC=CC=1, predict the reaction product. The product is: [C:26]([O:25][C:23]([NH:22][C@H:18]([C:15]1[CH:16]=[CH:17][C:12]([O:11][CH:10]([CH2:9][OH:8])[CH2:30][OH:31])=[CH:13][CH:14]=1)[C:19]([OH:21])=[O:20])=[O:24])([CH3:29])([CH3:28])[CH3:27]. (4) Given the reactants CON(C)[C:4]([C:6]1[N:7]=[CH:8][N:9]([C:11]2[CH:12]=[C:13]([C:17]3[CH:22]=[CH:21][CH:20]=[CH:19][C:18]=3[O:23][C:24]([F:27])([F:26])[F:25])[CH:14]=[CH:15][CH:16]=2)[CH:10]=1)=[O:5].Br[C:30]1[CH:35]=[CH:34][C:33]([F:36])=[CH:32][CH:31]=1, predict the reaction product. The product is: [F:36][C:33]1[CH:34]=[CH:35][C:30]([C:4]([C:6]2[N:7]=[CH:8][N:9]([C:11]3[CH:12]=[C:13]([C:17]4[CH:22]=[CH:21][CH:20]=[CH:19][C:18]=4[O:23][C:24]([F:26])([F:27])[F:25])[CH:14]=[CH:15][CH:16]=3)[CH:10]=2)=[O:5])=[CH:31][CH:32]=1.